Dataset: NCI-60 drug combinations with 297,098 pairs across 59 cell lines. Task: Regression. Given two drug SMILES strings and cell line genomic features, predict the synergy score measuring deviation from expected non-interaction effect. Drug 1: CC1C(C(CC(O1)OC2CC(CC3=C2C(=C4C(=C3O)C(=O)C5=C(C4=O)C(=CC=C5)OC)O)(C(=O)C)O)N)O.Cl. Drug 2: C1=CN(C(=O)N=C1N)C2C(C(C(O2)CO)O)O.Cl. Cell line: UO-31. Synergy scores: CSS=21.2, Synergy_ZIP=-7.26, Synergy_Bliss=-3.44, Synergy_Loewe=0.0429, Synergy_HSA=0.959.